This data is from Catalyst prediction with 721,799 reactions and 888 catalyst types from USPTO. The task is: Predict which catalyst facilitates the given reaction. (1) Reactant: [CH2:1]([C:5]1[CH:11]=[CH:10][C:8]([NH2:9])=[CH:7][CH:6]=1)[CH2:2][CH2:3][CH3:4].F[C:13]1[CH:18]=[CH:17][C:16]([N+:19]([O-:21])=[O:20])=[CH:15][CH:14]=1. Product: [CH2:1]([C:5]1[CH:6]=[CH:7][C:8]([NH:9][C:13]2[CH:18]=[CH:17][C:16]([N+:19]([O-:21])=[O:20])=[CH:15][CH:14]=2)=[CH:10][CH:11]=1)[CH2:2][CH2:3][CH3:4]. The catalyst class is: 16. (2) The catalyst class is: 22. Product: [Br:9][C:7]1[CH:6]=[N:5][N:4]([CH:1]2[CH2:3][CH2:2]2)[CH:8]=1. Reactant: [CH:1]1([N:4]2[CH:8]=[CH:7][CH:6]=[N:5]2)[CH2:3][CH2:2]1.[Br:9]Br. (3) Reactant: [CH3:1][O:2][CH2:3][CH2:4][CH2:5][N:6]1[C:11]2[CH:12]=[C:13]([CH2:16][O:17][CH:18]3[CH:23]([C:24]4[CH:29]=[CH:28][C:27]([O:30][CH2:31][CH2:32][CH2:33]OS(C5C=CC(C)=CC=5)(=O)=O)=[CH:26][CH:25]=4)[CH2:22][CH2:21][N:20]([C:45]([O:47][CH2:48][C:49]4[CH:54]=[CH:53][CH:52]=[CH:51][CH:50]=4)=[O:46])[CH2:19]3)[CH:14]=[CH:15][C:10]=2[O:9][CH2:8][CH2:7]1.[CH3:55][NH:56][CH3:57]. Product: [CH3:55][N:56]([CH3:57])[CH2:33][CH2:32][CH2:31][O:30][C:27]1[CH:26]=[CH:25][C:24]([CH:23]2[CH2:22][CH2:21][N:20]([C:45]([O:47][CH2:48][C:49]3[CH:54]=[CH:53][CH:52]=[CH:51][CH:50]=3)=[O:46])[CH2:19][CH:18]2[O:17][CH2:16][C:13]2[CH:14]=[CH:15][C:10]3[O:9][CH2:8][CH2:7][N:6]([CH2:5][CH2:4][CH2:3][O:2][CH3:1])[C:11]=3[CH:12]=2)=[CH:29][CH:28]=1. The catalyst class is: 66. (4) Reactant: [CH2:1]([O:8][C:9]1[CH:14]=[CH:13][CH:12]=[CH:11][C:10]=1[C:15]1[N:20]=[C:19]([O:21][CH2:22][C:23]([NH2:25])=[O:24])[C:18]([C:26]#[N:27])=[C:17](S(C)=O)[CH:16]=1)[C:2]1[CH:7]=[CH:6][CH:5]=[CH:4][CH:3]=1.[NH:31]1[CH2:36][CH2:35][O:34][CH2:33][CH2:32]1. Product: [CH2:1]([O:8][C:9]1[CH:14]=[CH:13][CH:12]=[CH:11][C:10]=1[C:15]1[N:20]=[C:19]([O:21][CH2:22][C:23]([NH2:25])=[O:24])[C:18]([C:26]#[N:27])=[C:17]([N:31]2[CH2:36][CH2:35][O:34][CH2:33][CH2:32]2)[CH:16]=1)[C:2]1[CH:7]=[CH:6][CH:5]=[CH:4][CH:3]=1. The catalyst class is: 6.